From a dataset of CYP2C19 inhibition data for predicting drug metabolism from PubChem BioAssay. Regression/Classification. Given a drug SMILES string, predict its absorption, distribution, metabolism, or excretion properties. Task type varies by dataset: regression for continuous measurements (e.g., permeability, clearance, half-life) or binary classification for categorical outcomes (e.g., BBB penetration, CYP inhibition). Dataset: cyp2c19_veith. (1) The drug is CN1CCN(c2ncncc2-c2ccc(C(=O)N(C)C)cc2)CC1. The result is 0 (non-inhibitor). (2) The drug is CCCCOC(=O)C1=C(C)Nc2ncnn2C1c1cc(OC)ccc1OC. The result is 1 (inhibitor). (3) The drug is CN(C(=O)C(Cl)Cl)c1ccc(OC(=O)c2ccco2)cc1. The result is 0 (non-inhibitor). (4) The result is 0 (non-inhibitor). The compound is Cc1nc2cnc(N3CCOCC3)nc2n(C2CC2)c1=O. (5) The compound is CCCC1c2c(ccc3ccccc23)Oc2ccc3ccccc3c21. The result is 1 (inhibitor). (6) The drug is Cc1ccc(Cl)c(Nc2ccccc2C(=O)[O-])c1Cl.[Na+]. The result is 0 (non-inhibitor). (7) The compound is CC(C(=O)Nc1ccccc1Sc1ccccc1)N(c1ccccc1)S(C)(=O)=O. The result is 1 (inhibitor). (8) The compound is O[C@H](CCCN1CCN(c2ncc(F)cn2)CC1)c1ccc(F)cc1. The result is 0 (non-inhibitor). (9) The drug is Cc1cccc(CNc2ncnc3ccc(-c4cccc(NS(C)(=O)=O)c4)cc23)c1. The result is 1 (inhibitor).